Dataset: Catalyst prediction with 721,799 reactions and 888 catalyst types from USPTO. Task: Predict which catalyst facilitates the given reaction. (1) Reactant: [CH3:1][C:2]1[N:37]=[C:5]2[N:6]([CH2:33][C:34](=O)[CH3:35])[C:7](=[O:32])[C:8]([CH2:13][C:14]3[CH:19]=[CH:18][C:17]([C:20]4[CH:25]=[CH:24][CH:23]=[CH:22][C:21]=4[C:26]4[NH:30][C:29](=[O:31])[O:28][N:27]=4)=[CH:16][CH:15]=3)=[C:9]([CH2:10][CH2:11][CH3:12])[N:4]2[N:3]=1.Cl.[NH2:39][O:40][CH3:41].N1C=CC=CC=1.Cl. Product: [CH3:41][O:40]/[N:39]=[C:34](/[CH3:35])\[CH2:33][N:6]1[C:7](=[O:32])[C:8]([CH2:13][C:14]2[CH:19]=[CH:18][C:17]([C:20]3[CH:25]=[CH:24][CH:23]=[CH:22][C:21]=3[C:26]3[NH:30][C:29](=[O:31])[O:28][N:27]=3)=[CH:16][CH:15]=2)=[C:9]([CH2:10][CH2:11][CH3:12])[N:4]2[N:3]=[C:2]([CH3:1])[N:37]=[C:5]12. The catalyst class is: 69. (2) Reactant: [O:1]=[C:2]1[C:6]2([CH2:11][CH2:10][N:9]([C:12]([O:14][C:15]([CH3:18])([CH3:17])[CH3:16])=[O:13])[CH2:8][CH2:7]2)[CH2:5][CH2:4][N:3]1[C:19]1[CH2:20][O:21][C:22](=[O:26])[C:23]=1[CH:24]=C.I([O-])(=O)(=O)=[O:28].[Na+]. Product: [CH:24]([C:23]1[C:22](=[O:26])[O:21][CH2:20][C:19]=1[N:3]1[CH2:4][CH2:5][C:6]2([CH2:7][CH2:8][N:9]([C:12]([O:14][C:15]([CH3:18])([CH3:17])[CH3:16])=[O:13])[CH2:10][CH2:11]2)[C:2]1=[O:1])=[O:28]. The catalyst class is: 95. (3) Reactant: [F:1][C:2]1[CH:20]=[CH:19][CH:18]=[C:17]([F:21])[C:3]=1[C:4]([NH:6][C:7]1[CH:12]=[CH:11][C:10]([C:13]([NH:15][NH2:16])=[O:14])=[CH:9][CH:8]=1)=[O:5].[CH2:22]1[N:27]([CH2:28][CH2:29][CH2:30][N:31]=[C:32]=[S:33])[CH2:26][CH2:25]O[CH2:23]1.Cl[CH2:35]Cl. Product: [F:1][C:2]1[CH:20]=[CH:19][CH:18]=[C:17]([F:21])[C:3]=1[C:4]([NH:6][C:7]1[CH:12]=[CH:11][C:10]([C:13]([NH:15][NH:16][C:32]([NH:31][CH2:30][CH2:29][CH2:28][N:27]2[CH2:26][CH2:25][CH2:35][CH2:23][CH2:22]2)=[S:33])=[O:14])=[CH:9][CH:8]=1)=[O:5]. The catalyst class is: 9. (4) Reactant: [OH:1][CH:2]([CH2:6][C:7]1[CH:12]=[CH:11][CH:10]=[CH:9][CH:8]=1)[C:3]([OH:5])=[O:4].N1C=CN=C1.[Si:18](Cl)([C:21]([CH3:24])([CH3:23])[CH3:22])([CH3:20])[CH3:19].C(=O)([O-])[O-].[K+].[K+]. Product: [Si:18]([O:1][CH:2]([CH2:6][C:7]1[CH:12]=[CH:11][CH:10]=[CH:9][CH:8]=1)[C:3]([OH:5])=[O:4])([C:21]([CH3:24])([CH3:23])[CH3:22])([CH3:20])[CH3:19]. The catalyst class is: 173. (5) Reactant: [OH:1][C:2]1[CH:3]=[C:4]([CH:7]=[CH:8][CH:9]=1)[CH:5]=[O:6].C1(P(C2C=CC=CC=2)C2C=CC=CC=2)C=CC=CC=1.[CH3:29][S:30][CH2:31][CH2:32]O.N(C(OCC)=O)=NC(OCC)=O. Product: [CH3:29][S:30][CH2:31][CH2:32][O:1][C:2]1[CH:3]=[C:4]([CH:7]=[CH:8][CH:9]=1)[CH:5]=[O:6]. The catalyst class is: 7. (6) Product: [CH:12]1([C:17]2[C:26]([C:27]([C:28]3[CH:29]=[CH:30][C:31]([C:34]([F:35])([F:36])[F:37])=[CH:32][CH:33]=3)=[O:38])=[C:25]([CH:39]3[CH2:40][CH2:41][CH2:42][CH2:43]3)[C:24]3[C@@H:23]([OH:44])[CH2:22][C:21]([CH3:46])([CH3:45])[CH2:20][C:19]=3[N:18]=2)[CH2:13][CH2:14][CH2:15][CH2:16]1. The catalyst class is: 1. Reactant: N[C@@H]1C2C(=CC=CC=2)C[C@@H]1O.[CH:12]1([C:17]2[C:26]([C:27](=[O:38])[C:28]3[CH:33]=[CH:32][C:31]([C:34]([F:37])([F:36])[F:35])=[CH:30][CH:29]=3)=[C:25]([CH:39]3[CH2:43][CH2:42][CH2:41][CH2:40]3)[C:24]3[C:23](=[O:44])[CH2:22][C:21]([CH3:46])([CH3:45])[CH2:20][C:19]=3[N:18]=2)[CH2:16][CH2:15][CH2:14][CH2:13]1.CO. (7) Reactant: CN([CH:4]=[O:5])C.P(Cl)(Cl)([Cl:8])=O.[CH:11]12[CH2:17][CH:14]([CH2:15][CH2:16]1)[CH2:13][C:12]2=O.P([O-])([O-])(O)=O.[K+].[K+]. Product: [Cl:8][C:12]1[CH:11]2[CH2:17][CH:14]([CH2:15][CH2:16]2)[C:13]=1[CH:4]=[O:5]. The catalyst class is: 325. (8) Reactant: [Cl:1][C:2]1[C:3]([Cl:11])=[N:4][CH:5]=[C:6]([CH:10]=1)[C:7]([OH:9])=[O:8].[C:12](OC(O[C:12]([CH3:15])([CH3:14])[CH3:13])N(C)C)([CH3:15])([CH3:14])[CH3:13]. Product: [C:12]([O:8][C:7](=[O:9])[C:6]1[CH:10]=[C:2]([Cl:1])[C:3]([Cl:11])=[N:4][CH:5]=1)([CH3:15])([CH3:14])[CH3:13]. The catalyst class is: 715.